From a dataset of Forward reaction prediction with 1.9M reactions from USPTO patents (1976-2016). Predict the product of the given reaction. (1) Given the reactants [Cl:1][C:2]1[CH:10]=[CH:9][C:8](I)=[CH:7][C:3]=1[C:4]([OH:6])=[O:5].[C:12]1([CH3:21])[CH:17]=[CH:16][CH:15]=[C:14](B(O)O)[CH:13]=1.C([O-])([O-])=O.[Na+].[Na+], predict the reaction product. The product is: [Cl:1][C:2]1[CH:10]=[CH:9][C:8]([C:14]2[CH:15]=[CH:16][CH:17]=[C:12]([CH3:21])[CH:13]=2)=[CH:7][C:3]=1[C:4]([OH:6])=[O:5]. (2) Given the reactants [NH2:1][CH:2]1[CH2:7][CH2:6][N:5]([CH2:8][CH:9]2[C:19]3=[C:20]4[C:15](=[CH:16][CH:17]=[C:18]3[F:21])[CH:14]=[CH:13][C:12](=[O:22])[N:11]4[CH2:10]2)[CH2:4][CH2:3]1.[N:23]1[C:28]2[O:29][CH2:30][CH2:31][O:32][C:27]=2[CH:26]=[C:25]([CH:33]=O)[N:24]=1.C(O[BH-](OC(=O)C)OC(=O)C)(=O)C.[Na+].C(=O)(O)[O-].[Na+], predict the reaction product. The product is: [N:23]1[C:28]2[O:29][CH2:30][CH2:31][O:32][C:27]=2[CH:26]=[C:25]([CH2:33][NH:1][CH:2]2[CH2:7][CH2:6][N:5]([CH2:8][CH:9]3[C:19]4=[C:20]5[C:15](=[CH:16][CH:17]=[C:18]4[F:21])[CH:14]=[CH:13][C:12](=[O:22])[N:11]5[CH2:10]3)[CH2:4][CH2:3]2)[N:24]=1. (3) The product is: [CH3:30][C:27]([O:26][C:24]([N:21]1[CH2:20][CH2:19][C:18]2[CH:31]=[CH:32][C:15]([CH2:14][O:13][C:10]3[N:11]=[CH:12][C:7]([C:5]([OH:6])=[O:4])=[CH:8][CH:9]=3)=[CH:16][C:17]=2[CH2:23][CH2:22]1)=[O:25])([CH3:28])[CH3:29]. Given the reactants [OH-].[Na+].C[O:4][C:5]([C:7]1[CH:8]=[CH:9][C:10]([O:13][CH2:14][C:15]2[CH:32]=[CH:31][C:18]3[CH2:19][CH2:20][N:21]([C:24]([O:26][C:27]([CH3:30])([CH3:29])[CH3:28])=[O:25])[CH2:22][CH2:23][C:17]=3[CH:16]=2)=[N:11][CH:12]=1)=[O:6], predict the reaction product. (4) Given the reactants [CH3:1][C:2]1[CH:3]=[CH:4][C:5]([N:10]2[N:14]=[CH:13][CH:12]=[N:11]2)=[C:6]([CH2:8]O)[CH:7]=1.S(Cl)([Cl:17])=O, predict the reaction product. The product is: [Cl:17][CH2:8][C:6]1[CH:7]=[C:2]([CH3:1])[CH:3]=[CH:4][C:5]=1[N:10]1[N:14]=[CH:13][CH:12]=[N:11]1.